Dataset: Catalyst prediction with 721,799 reactions and 888 catalyst types from USPTO. Task: Predict which catalyst facilitates the given reaction. (1) Reactant: [F:1][C:2]1[CH:26]=[CH:25][C:5]([O:6][CH2:7][C:8]2[N:9]=[C:10]3[CH:15]=[CH:14][N:13]([C:16]4[CH:21]=[CH:20][C:19]([F:22])=[CH:18][CH:17]=4)[C:12](=[O:23])[N:11]3[CH:24]=2)=[CH:4][CH:3]=1.[H][H]. Product: [F:1][C:2]1[CH:3]=[CH:4][C:5]([O:6][CH2:7][C:8]2[N:9]=[C:10]3[CH2:15][CH2:14][N:13]([C:16]4[CH:21]=[CH:20][C:19]([F:22])=[CH:18][CH:17]=4)[C:12](=[O:23])[N:11]3[CH:24]=2)=[CH:25][CH:26]=1. The catalyst class is: 319. (2) Reactant: Cl[C:2]1[CH:7]=[C:6]([O:8][C:9]2[CH:14]=[CH:13][C:12]([N+:15]([O-:17])=[O:16])=[CH:11][CH:10]=2)[N:5]=[CH:4][N:3]=1.[C:18](=[O:25])([O:20][C:21]([CH3:24])([CH3:23])[CH3:22])[NH2:19].C(=O)([O-])[O-].[Cs+].[Cs+].CC1(C)C2C(=C(P(C3C=CC=CC=3)C3C=CC=CC=3)C=CC=2)OC2C(P(C3C=CC=CC=3)C3C=CC=CC=3)=CC=CC1=2. Product: [N+:15]([C:12]1[CH:13]=[CH:14][C:9]([O:8][C:6]2[N:5]=[CH:4][N:3]=[C:2]([NH:19][C:18](=[O:25])[O:20][C:21]([CH3:24])([CH3:23])[CH3:22])[CH:7]=2)=[CH:10][CH:11]=1)([O-:17])=[O:16]. The catalyst class is: 533. (3) Reactant: [OH-].[Na+].Cl.[CH3:4][S:5]([N:8]1[C:21]2[C:16](=[CH:17][CH:18]=[CH:19][CH:20]=2)[C:10]2([CH2:15][CH2:14][NH:13][CH2:12][CH2:11]2)[CH2:9]1)(=[O:7])=[O:6].[S:22]1[C:26]2[CH:27]=[CH:28][CH:29]=[CH:30][C:25]=2[N:24]=[C:23]1[NH:31][C:32](=O)[O:33]C1C=CC=CC=1. Product: [S:22]1[C:26]2[CH:27]=[CH:28][CH:29]=[CH:30][C:25]=2[N:24]=[C:23]1[NH:31][C:32]([N:13]1[CH2:12][CH2:11][C:10]2([C:16]3[C:21](=[CH:20][CH:19]=[CH:18][CH:17]=3)[N:8]([S:5]([CH3:4])(=[O:6])=[O:7])[CH2:9]2)[CH2:15][CH2:14]1)=[O:33]. The catalyst class is: 58. (4) Reactant: CC(N=NC(C#N)(C)C)(C#N)C.I[CH:14]([CH2:19][C:20]([F:32])([F:31])[C:21]([F:30])([F:29])[C:22]([F:28])([F:27])[C:23]([F:26])([F:25])[F:24])[CH2:15][CH2:16][CH2:17][OH:18].P(O)(O)O.C(N(CC)CC)C. Product: [F:31][C:20]([F:32])([C:21]([F:29])([F:30])[C:22]([F:27])([F:28])[C:23]([F:24])([F:25])[F:26])[CH2:19][CH2:14][CH2:15][CH2:16][CH2:17][OH:18]. The catalyst class is: 12. (5) Reactant: [Cl:1][C:2]1[CH:3]=[C:4]([CH:9](O)[C:10]([F:13])([F:12])[F:11])[CH:5]=[C:6]([Cl:8])[CH:7]=1.C1C(=O)N([Br:22])C(=O)C1.P(OC1C=CC=CC=1)(OC1C=CC=CC=1)OC1C=CC=CC=1. Product: [Br:22][CH:9]([C:4]1[CH:3]=[C:2]([Cl:1])[CH:7]=[C:6]([Cl:8])[CH:5]=1)[C:10]([F:13])([F:12])[F:11]. The catalyst class is: 2.